Dataset: Forward reaction prediction with 1.9M reactions from USPTO patents (1976-2016). Task: Predict the product of the given reaction. Given the reactants [NH2:1][N:2]1[N:11]=[C:10]([N:12]2[CH2:17][CH2:16][O:15][CH2:14][CH2:13]2)[C:9]2[C:4](=[CH:5][CH:6]=[CH:7][CH:8]=2)[C:3]1=[O:18].[F:19][C:20]1[CH:25]=[CH:24][C:23]([CH2:26][C:27](O)=[O:28])=[CH:22][CH:21]=1, predict the reaction product. The product is: [F:19][C:20]1[CH:25]=[CH:24][C:23]([CH2:26][C:27]([NH:1][N:2]2[N:11]=[C:10]([N:12]3[CH2:17][CH2:16][O:15][CH2:14][CH2:13]3)[C:9]3[C:4](=[CH:5][CH:6]=[CH:7][CH:8]=3)[C:3]2=[O:18])=[O:28])=[CH:22][CH:21]=1.